Predict the product of the given reaction. From a dataset of Forward reaction prediction with 1.9M reactions from USPTO patents (1976-2016). (1) Given the reactants N1(C([O-])=[O:8])CCCCC1.OCC1(C2C=CC=CC=2)CCN(C(OC(C)(C)C)=O)CC1.Br[CH:32]([C:34]1[C:42]2[C:38](=[CH:39][N:40]([CH2:43][O:44][CH2:45][CH2:46][Si:47]([CH3:50])([CH3:49])[CH3:48])[N:41]=2)[CH:37]=[C:36]([C:51]([F:54])([F:53])[F:52])[CH:35]=1)[CH3:33].[H-].[Na+], predict the reaction product. The product is: [F:52][C:51]([F:54])([F:53])[C:36]1[CH:35]=[C:34]([CH:32]([OH:8])[CH3:33])[C:42]2[C:38](=[CH:39][N:40]([CH2:43][O:44][CH2:45][CH2:46][Si:47]([CH3:50])([CH3:49])[CH3:48])[N:41]=2)[CH:37]=1. (2) Given the reactants [NH2:1][C:2]1[C:11]2[N:12]=[C:13]([CH2:19][OH:20])[N:14]([NH:15][CH:16]([CH3:18])[CH3:17])[C:10]=2[C:9]2[CH:8]=[CH:7][CH:6]=[CH:5][C:4]=2[N:3]=1.[OH-].[Na+], predict the reaction product. The product is: [NH2:1][C:2]1[C:11]2[N:12]=[C:13]([CH2:19][OH:20])[N:14]([NH:15][CH:16]([CH3:18])[CH3:17])[C:10]=2[C:9]2[CH2:8][CH2:7][CH2:6][CH2:5][C:4]=2[N:3]=1. (3) Given the reactants Cl[C:2]1[C:11]2[C:6](=[CH:7][C:8]([Cl:12])=[CH:9][CH:10]=2)[N:5]=[CH:4][CH:3]=1.[NH2:13][CH:14]1[CH2:19][CH2:18][CH:17]([NH2:20])[CH2:16][CH2:15]1, predict the reaction product. The product is: [Cl:12][C:8]1[CH:7]=[C:6]2[C:11]([C:2]([NH:13][CH:14]3[CH2:19][CH2:18][CH:17]([NH2:20])[CH2:16][CH2:15]3)=[CH:3][CH:4]=[N:5]2)=[CH:10][CH:9]=1.